This data is from Full USPTO retrosynthesis dataset with 1.9M reactions from patents (1976-2016). The task is: Predict the reactants needed to synthesize the given product. (1) The reactants are: C(OP([CH2:9][C:10]#[N:11])(=O)OCC)C.[OH-].[K+].[CH3:14][O:15][C:16]1[CH:21]=[CH:20][C:19]([C:22]([C:24]2[CH:29]=[CH:28][C:27]([O:30][CH3:31])=[CH:26][CH:25]=2)=O)=[CH:18][CH:17]=1. Given the product [CH3:31][O:30][C:27]1[CH:26]=[CH:25][C:24]([C:22]([C:19]2[CH:20]=[CH:21][C:16]([O:15][CH3:14])=[CH:17][CH:18]=2)=[CH:9][C:10]#[N:11])=[CH:29][CH:28]=1, predict the reactants needed to synthesize it. (2) Given the product [Br:64][C:65]1[CH:70]=[CH:69][CH:68]=[CH:67][C:66]=1[C:71]1[N:72]=[C:73]([CH:95]([NH:38][C:39]2[CH:40]=[C:41]3[C:46](=[CH:47][CH:48]=2)[C:45]([N:49]([C:50]([O:52][C:53]([CH3:56])([CH3:55])[CH3:54])=[O:51])[C:57]([O:59][C:60]([CH3:61])([CH3:62])[CH3:63])=[O:58])=[N:44][CH:43]=[CH:42]3)[C:97]2[CH:102]=[C:101]([CH2:103][CH3:104])[CH:100]=[C:99]([O:105][CH2:106][CH3:107])[C:98]=2[F:108])[N:74]([C:76]([C:83]2[CH:88]=[CH:87][CH:86]=[CH:85][CH:84]=2)([C:77]2[CH:82]=[CH:81][CH:80]=[CH:79][CH:78]=2)[C:89]2[CH:90]=[CH:91][CH:92]=[CH:93][CH:94]=2)[CH:75]=1, predict the reactants needed to synthesize it. The reactants are: BrC1N=C(C([NH:38][C:39]2[CH:40]=[C:41]3[C:46](=[CH:47][CH:48]=2)[C:45]([N:49]([C:57]([O:59][C:60]([CH3:63])([CH3:62])[CH3:61])=[O:58])[C:50]([O:52][C:53]([CH3:56])([CH3:55])[CH3:54])=[O:51])=[N:44][CH:43]=[CH:42]3)C2C=C(CC)C=C(OC)C=2F)N(C(C2C=CC=CC=2)(C2C=CC=CC=2)C2C=CC=CC=2)C=1.[Br:64][C:65]1[CH:70]=[CH:69][CH:68]=[CH:67][C:66]=1[C:71]1[N:72]=[C:73]([CH:95]([C:97]2[CH:102]=[C:101]([CH2:103][CH3:104])[CH:100]=[C:99]([O:105][CH2:106][CH3:107])[C:98]=2[F:108])O)[N:74]([C:76]([C:89]2[CH:94]=[CH:93][CH:92]=[CH:91][CH:90]=2)([C:83]2[CH:88]=[CH:87][CH:86]=[CH:85][CH:84]=2)[C:77]2[CH:82]=[CH:81][CH:80]=[CH:79][CH:78]=2)[CH:75]=1.BrC1N=C(C(Cl)C2C=C(CC)C=C(OC)C=2F)N(C(C2C=CC=CC=2)(C2C=CC=CC=2)C2C=CC=CC=2)C=1.NC1C=C2C(=CC=1)C(N(C(OC(C)(C)C)=O)C(OC(C)(C)C)=O)=NC=C2. (3) The reactants are: Br[CH2:2][C:3]1[C:8]([C:9]([F:12])([F:11])[F:10])=[CH:7][CH:6]=[CH:5][C:4]=1[Cl:13].C(=O)([O-])[O-].[K+].[K+].[C:20]([O:24][C:25](=[O:49])[CH2:26][C@@:27]1([C:33]([NH:35][CH:36]2[CH2:41][CH2:40][N:39]([C:42]([O:44][C:45]([CH3:48])([CH3:47])[CH3:46])=[O:43])[CH2:38][CH2:37]2)=[O:34])[C@H:31]([CH3:32])[CH2:30][NH:29][CH2:28]1)([CH3:23])([CH3:22])[CH3:21].C(OCC)(=O)C. Given the product [C:20]([O:24][C:25](=[O:49])[CH2:26][C@@:27]1([C:33]([NH:35][CH:36]2[CH2:41][CH2:40][N:39]([C:42]([O:44][C:45]([CH3:48])([CH3:47])[CH3:46])=[O:43])[CH2:38][CH2:37]2)=[O:34])[C@H:31]([CH3:32])[CH2:30][N:29]([CH2:2][C:3]2[C:8]([C:9]([F:12])([F:11])[F:10])=[CH:7][CH:6]=[CH:5][C:4]=2[Cl:13])[CH2:28]1)([CH3:23])([CH3:21])[CH3:22], predict the reactants needed to synthesize it.